This data is from Catalyst prediction with 721,799 reactions and 888 catalyst types from USPTO. The task is: Predict which catalyst facilitates the given reaction. Reactant: Br[CH2:2][CH2:3][CH2:4][CH2:5][CH2:6][CH2:7][CH2:8][CH2:9][OH:10].[CH2:11]([NH:18][CH3:19])[C:12]1[CH:17]=[CH:16][CH:15]=[CH:14][CH:13]=1.C(=O)([O-])[O-].[K+].[K+]. Product: [CH2:11]([N:18]([CH2:2][CH2:3][CH2:4][CH2:5][CH2:6][CH2:7][CH2:8][CH2:9][OH:10])[CH3:19])[C:12]1[CH:17]=[CH:16][CH:15]=[CH:14][CH:13]=1. The catalyst class is: 10.